Dataset: Reaction yield outcomes from USPTO patents with 853,638 reactions. Task: Predict the reaction yield, written as a fraction of the theoretical maximum amount of product (1.0 means a 100% yield; for example, 0.34 means a 34% yield). (1) The reactants are [Cl:1][C:2]1[N:7]=[C:6]([Cl:8])[CH:5]=[C:4](Cl)[N:3]=1.CC1(C)C(C)(C)OB([C:18]2[CH:19]=[C:20]([C:25]([F:28])([F:27])[F:26])[C:21]([NH2:24])=[N:22][CH:23]=2)O1.C(=O)([O-])[O-].[Cs+].[Cs+]. The catalyst is C(#N)C.O.[Pd](Cl)Cl.C1(P(C2C=CC=CC=2)[C-]2C=CC=C2)C=CC=CC=1.[C-]1(P(C2C=CC=CC=2)C2C=CC=CC=2)C=CC=C1.[Fe+2]. The product is [Cl:1][C:2]1[N:3]=[C:4]([C:18]2[CH:19]=[C:20]([C:25]([F:28])([F:27])[F:26])[C:21]([NH2:24])=[N:22][CH:23]=2)[CH:5]=[C:6]([Cl:8])[N:7]=1. The yield is 0.593. (2) The reactants are [Si:1]([O:8][CH2:9][C@H:10]1[NH:15][C@H:14]([C:16]([NH:18][CH3:19])=[O:17])[C@H:13]2[O:20][C:21]([CH3:24])([CH3:23])[O:22][C@H:12]2[C@@H:11]1[OH:25])([C:4]([CH3:7])([CH3:6])[CH3:5])([CH3:3])[CH3:2].[C:26](=O)([O-])[O-].[K+].[K+].IC. The catalyst is CN(C=O)C. The product is [Si:1]([O:8][CH2:9][C@H:10]1[N:15]([CH3:26])[C@H:14]([C:16]([NH:18][CH3:19])=[O:17])[C@H:13]2[O:20][C:21]([CH3:24])([CH3:23])[O:22][C@H:12]2[C@@H:11]1[OH:25])([C:4]([CH3:7])([CH3:5])[CH3:6])([CH3:2])[CH3:3]. The yield is 0.800. (3) The reactants are [H-].[Na+].[O:3]1[CH:7]=[CH:6][CH:5]=[C:4]1[C:8]1[N:13]=[C:12]([NH2:14])[CH:11]=[N:10][C:9]=1[C:15]1[CH:20]=[CH:19][N:18]=[CH:17][N:16]=1.[C:21](Cl)(=[O:23])[CH3:22]. The catalyst is CN(C=O)C.C(OCC)(=O)C. The product is [O:3]1[CH:7]=[CH:6][CH:5]=[C:4]1[C:8]1[N:13]=[C:12]([NH:14][C:21](=[O:23])[CH3:22])[CH:11]=[N:10][C:9]=1[C:15]1[CH:20]=[CH:19][N:18]=[CH:17][N:16]=1. The yield is 0.0700. (4) The reactants are [CH:1]1([CH2:6][CH:7]([C:11]2[CH:16]=[CH:15][C:14]([F:17])=[C:13]([C:18]([F:21])([F:20])[F:19])[CH:12]=2)[C:8]([OH:10])=O)[CH2:5][CH2:4][CH2:3][CH2:2]1.C(Cl)(=O)C(Cl)=O.[CH2:28]([O:30][C:31](=[O:39])[CH2:32][C:33]1[N:34]=[C:35]([NH2:38])[S:36][CH:37]=1)[CH3:29].C(N(CC)C(C)C)(C)C. The catalyst is C(Cl)Cl.CN(C)C=O.O1CCCC1. The product is [CH2:28]([O:30][C:31](=[O:39])[CH2:32][C:33]1[N:34]=[C:35]([NH:38][C:8](=[O:10])[CH:7]([C:11]2[CH:16]=[CH:15][C:14]([F:17])=[C:13]([C:18]([F:21])([F:19])[F:20])[CH:12]=2)[CH2:6][CH:1]2[CH2:5][CH2:4][CH2:3][CH2:2]2)[S:36][CH:37]=1)[CH3:29]. The yield is 0.537. (5) The reactants are O[C:2]1[C:7]([C:8]([O:10][CH2:11][CH3:12])=[O:9])=[C:6]([CH3:13])[N:5]=[C:4]2[S:14][C:15]3[CH2:20][CH2:19][CH2:18][CH2:17][C:16]=3[C:3]=12.P(Cl)(Cl)([Cl:23])=O. The product is [Cl:23][C:2]1[C:7]([C:8]([O:10][CH2:11][CH3:12])=[O:9])=[C:6]([CH3:13])[N:5]=[C:4]2[S:14][C:15]3[CH2:20][CH2:19][CH2:18][CH2:17][C:16]=3[C:3]=12. No catalyst specified. The yield is 0.880. (6) The reactants are [CH:1](O)=O.C(OC(=O)C)(=O)C.[CH3:11][O:12][C:13]1[CH:14]=[CH:15][C:16]([N+:20]([O-:22])=[O:21])=[C:17]([CH:19]=1)[NH2:18]. The catalyst is O1CCCC1. The product is [CH3:11][O:12][C:13]1[CH:14]=[CH:15][C:16]([N+:20]([O-:22])=[O:21])=[C:17]([CH:19]=1)[NH:18][CH3:1]. The yield is 0.620.